Dataset: Peptide-MHC class II binding affinity with 134,281 pairs from IEDB. Task: Regression. Given a peptide amino acid sequence and an MHC pseudo amino acid sequence, predict their binding affinity value. This is MHC class II binding data. (1) The peptide sequence is DKRLAAYLMLMRSPS. The MHC is DRB1_0405 with pseudo-sequence DRB1_0405. The binding affinity (normalized) is 0.638. (2) The peptide sequence is ILELAQSETCSPGGQ. The MHC is DRB1_1201 with pseudo-sequence DRB1_1201. The binding affinity (normalized) is 0.150. (3) The peptide sequence is IYEPEDLGNCLNKSD. The MHC is DRB1_1302 with pseudo-sequence DRB1_1302. The binding affinity (normalized) is 0. (4) The peptide sequence is PRARYGLVHVANNNY. The MHC is HLA-DQA10501-DQB10201 with pseudo-sequence HLA-DQA10501-DQB10201. The binding affinity (normalized) is 0.222. (5) The peptide sequence is DDVLAILPIEDLKAL. The MHC is HLA-DQA10301-DQB10302 with pseudo-sequence HLA-DQA10301-DQB10302. The binding affinity (normalized) is 0.549. (6) The peptide sequence is EITGIMKDLDEPGHL. The binding affinity (normalized) is 0.301. The MHC is HLA-DQA10102-DQB10602 with pseudo-sequence HLA-DQA10102-DQB10602. (7) The peptide sequence is EPIAPYHFDLSGHAF. The MHC is HLA-DPA10103-DPB10301 with pseudo-sequence HLA-DPA10103-DPB10301. The binding affinity (normalized) is 0. (8) The peptide sequence is ECKYFAATQFEPLAA. The MHC is DRB1_1001 with pseudo-sequence DRB1_1001. The binding affinity (normalized) is 0.627. (9) The peptide sequence is GELQIADKIDAAFKI. The MHC is DRB3_0101 with pseudo-sequence DRB3_0101. The binding affinity (normalized) is 0.659.